Dataset: Choline transporter screen with 302,306 compounds. Task: Binary Classification. Given a drug SMILES string, predict its activity (active/inactive) in a high-throughput screening assay against a specified biological target. The drug is S1(=O)(=O)N(CCC(c2c1cccc2)=C)C(C)C(OCc1ccc(cc1)C)=O. The result is 0 (inactive).